Dataset: Forward reaction prediction with 1.9M reactions from USPTO patents (1976-2016). Task: Predict the product of the given reaction. Given the reactants Cl[C:2]([C:8]1[CH:13]=[CH:12][C:11]([O:14][CH3:15])=[CH:10][CH:9]=1)([CH3:7])[C:3]([F:6])([F:5])[F:4].[CH3:16][Al](C)C, predict the reaction product. The product is: [CH3:15][O:14][C:11]1[CH:12]=[CH:13][C:8]([C:2]([CH3:16])([CH3:7])[C:3]([F:6])([F:5])[F:4])=[CH:9][CH:10]=1.